Task: Predict the product of the given reaction.. Dataset: Forward reaction prediction with 1.9M reactions from USPTO patents (1976-2016) (1) Given the reactants [NH2:1][C:2]1[S:3][C:4]2[CH:10]=[C:9]([O:11][C:12]3[CH:13]=[C:14]([CH:28]=[CH:29][CH:30]=3)[C:15]([NH:17][C:18]3[CH:23]=[CH:22][CH:21]=[C:20]([C:24]([F:27])([F:26])[F:25])[CH:19]=3)=[O:16])[CH:8]=[CH:7][C:5]=2[N:6]=1.C([O:34][CH2:35][C:36](Cl)=[O:37])(=O)C.O, predict the reaction product. The product is: [C:35]([NH:1][C:2]1[S:3][C:4]2[CH:10]=[C:9]([O:11][C:12]3[CH:13]=[C:14]([CH:28]=[CH:29][CH:30]=3)[C:15]([NH:17][C:18]3[CH:23]=[CH:22][CH:21]=[C:20]([C:24]([F:27])([F:25])[F:26])[CH:19]=3)=[O:16])[CH:8]=[CH:7][C:5]=2[N:6]=1)(=[O:34])[CH2:36][OH:37]. (2) Given the reactants [F:1][C:2]1[CH:3]=[C:4]([CH:6]=[CH:7][C:8]=1[N:9]1[CH2:14][CH2:13][N:12]([C:15]2[CH:20]=[CH:19][C:18]([O:21][CH3:22])=[CH:17][CH:16]=2)[CH2:11][CH2:10]1)[NH2:5].N1C=CC=CC=1.Cl[C:30]([O:32][C:33]1[CH:38]=[CH:37][CH:36]=[CH:35][CH:34]=1)=[O:31].O, predict the reaction product. The product is: [F:1][C:2]1[CH:3]=[C:4]([NH:5][C:30](=[O:31])[O:32][C:33]2[CH:38]=[CH:37][CH:36]=[CH:35][CH:34]=2)[CH:6]=[CH:7][C:8]=1[N:9]1[CH2:14][CH2:13][N:12]([C:15]2[CH:20]=[CH:19][C:18]([O:21][CH3:22])=[CH:17][CH:16]=2)[CH2:11][CH2:10]1. (3) The product is: [F:1][C:2]([F:29])([F:28])[C:3]1[CH:4]=[C:5]([C@@H:13]2[O:17][C:16](=[O:18])[N:15]([CH2:19][C:20]3[C:25]([NH:36][CH:30]4[CH2:35][CH2:34][CH2:33][CH2:32][CH2:31]4)=[N:24][CH:23]=[CH:22][N:21]=3)[C@H:14]2[CH3:27])[CH:6]=[C:7]([C:9]([F:12])([F:11])[F:10])[CH:8]=1. Given the reactants [F:1][C:2]([F:29])([F:28])[C:3]1[CH:4]=[C:5]([C@@H:13]2[O:17][C:16](=[O:18])[N:15]([CH2:19][C:20]3[C:25](Cl)=[N:24][CH:23]=[CH:22][N:21]=3)[C@H:14]2[CH3:27])[CH:6]=[C:7]([C:9]([F:12])([F:11])[F:10])[CH:8]=1.[CH:30]1([NH2:36])[CH2:35][CH2:34][CH2:33][CH2:32][CH2:31]1, predict the reaction product. (4) Given the reactants [CH:1]([NH:4][C:5]([C:7]1[C:15]2[C:10](=[N:11][CH:12]=[C:13](Br)[N:14]=2)[N:9]([CH2:17][O:18][CH2:19][CH2:20][Si:21]([CH3:24])([CH3:23])[CH3:22])[CH:8]=1)=[O:6])([CH3:3])[CH3:2].[C:25]([C:27]1[CH:28]=[C:29]([OH:33])[CH:30]=[CH:31][CH:32]=1)#[N:26].[O-]P([O-])([O-])=O.[K+].[K+].[K+].C(P(C(C)(C)C)C1C=CC=CC=1C1C=CC=CC=1N(C)C)(C)(C)C, predict the reaction product. The product is: [CH:1]([NH:4][C:5]([C:7]1[C:15]2[C:10](=[N:11][CH:12]=[C:13]([O:33][C:29]3[CH:30]=[CH:31][CH:32]=[C:27]([C:25]#[N:26])[CH:28]=3)[N:14]=2)[N:9]([CH2:17][O:18][CH2:19][CH2:20][Si:21]([CH3:24])([CH3:23])[CH3:22])[CH:8]=1)=[O:6])([CH3:3])[CH3:2]. (5) Given the reactants [C:1]([O:5][C:6](=[O:14])[C:7]([CH3:13])([CH3:12])[CH2:8][C:9]([OH:11])=[O:10])([CH3:4])([CH3:3])[CH3:2].[Cl:15][C:16]1[CH:17]=[N:18][C:19]([C:22]2([N:25]3[CH2:29][CH:28]([C@:30]45[CH2:56][C:55](=[O:57])[C:54]([CH:58]([CH3:60])[CH3:59])=[C:31]4[C@@H:32]4[C@@:45]([CH3:48])([CH2:46][CH2:47]5)[C@@:44]5([CH3:49])[C@@H:35]([C@:36]6([CH3:53])[C@@H:41]([CH2:42][CH2:43]5)[C:40]([CH3:51])([CH3:50])[C@@H:39]([OH:52])[CH2:38][CH2:37]6)[CH2:34][CH2:33]4)[O:27][C:26]3=[O:61])[CH2:24][CH2:23]2)=[N:20][CH:21]=1.C(Cl)CCl, predict the reaction product. The product is: [CH3:12][C:7]([CH3:13])([CH2:8][C:9]([O:11][C@H:39]1[CH2:38][CH2:37][C@@:36]2([CH3:53])[C@@H:41]([CH2:42][CH2:43][C@:44]3([CH3:49])[C@@H:35]2[CH2:34][CH2:33][C@H:32]2[C@@:45]3([CH3:48])[CH2:46][CH2:47][C@@:30]3([C@@H:28]4[O:27][C:26](=[O:61])[N:25]([C:22]5([C:19]6[N:18]=[CH:17][C:16]([Cl:15])=[CH:21][N:20]=6)[CH2:23][CH2:24]5)[CH2:29]4)[CH2:56][C:55](=[O:57])[C:54]([CH:58]([CH3:60])[CH3:59])=[C:31]32)[C:40]1([CH3:51])[CH3:50])=[O:10])[C:6]([O:5][C:1]([CH3:4])([CH3:2])[CH3:3])=[O:14].[CH3:12][C:7]([CH3:13])([CH2:8][C:9]([O:52][C@H:39]1[CH2:38][CH2:37][C@@:36]2([CH3:53])[C@@H:41]([CH2:42][CH2:43][C@:44]3([CH3:49])[C@@H:35]2[CH2:34][CH2:33][C@H:32]2[C@@:45]3([CH3:48])[CH2:46][CH2:47][C@@:30]3([C@H:28]4[O:27][C:26](=[O:61])[N:25]([C:22]5([C:19]6[N:20]=[CH:21][C:16]([Cl:15])=[CH:17][N:18]=6)[CH2:24][CH2:23]5)[CH2:29]4)[CH2:56][C:55](=[O:57])[C:54]([CH:58]([CH3:59])[CH3:60])=[C:31]32)[C:40]1([CH3:50])[CH3:51])=[O:10])[C:6]([O:5][C:1]([CH3:2])([CH3:3])[CH3:4])=[O:14].